This data is from Full USPTO retrosynthesis dataset with 1.9M reactions from patents (1976-2016). The task is: Predict the reactants needed to synthesize the given product. (1) Given the product [F:15][C:16]1[C:24]([O:25][C:26]2[C:35]3[C:30](=[CH:31][C:32]([O:1][CH2:2][C@@H:3]4[CH2:7][CH2:6][CH2:5][N:4]4[C:8]([O:10][C:11]([CH3:14])([CH3:13])[CH3:12])=[O:9])=[C:33]([O:36][CH3:37])[CH:34]=3)[N:29]=[CH:28][N:27]=2)=[CH:23][CH:22]=[C:21]2[C:17]=1[CH:18]=[C:19]([CH3:39])[NH:20]2, predict the reactants needed to synthesize it. The reactants are: [OH:1][CH2:2][C@@H:3]1[CH2:7][CH2:6][CH2:5][N:4]1[C:8]([O:10][C:11]([CH3:14])([CH3:13])[CH3:12])=[O:9].[F:15][C:16]1[C:24]([O:25][C:26]2[C:35]3[C:30](=[CH:31][C:32](O)=[C:33]([O:36][CH3:37])[CH:34]=3)[N:29]=[CH:28][N:27]=2)=[CH:23][CH:22]=[C:21]2[C:17]=1[CH:18]=[C:19]([CH3:39])[NH:20]2. (2) Given the product [CH3:17][P:15]([C:12]1[CH:13]=[CH:14][C:9]([NH:8][C:4]2[CH:3]=[C:2]([N:35]3[CH2:36][CH2:37][N:32]([C:26]4[CH:31]=[CH:30][CH:29]=[CH:28][CH:27]=4)[CH2:33][CH2:34]3)[N:7]=[CH:6][N:5]=2)=[CH:10][CH:11]=1)([CH3:18])=[O:16], predict the reactants needed to synthesize it. The reactants are: Cl[C:2]1[N:7]=[CH:6][N:5]=[C:4]([NH:8][C:9]2[CH:14]=[CH:13][C:12]([P:15]([CH3:18])([CH3:17])=[O:16])=[CH:11][CH:10]=2)[CH:3]=1.C(N(CC)CC)C.[C:26]1([N:32]2[CH2:37][CH2:36][NH:35][CH2:34][CH2:33]2)[CH:31]=[CH:30][CH:29]=[CH:28][CH:27]=1.